The task is: Predict the reactants needed to synthesize the given product.. This data is from Full USPTO retrosynthesis dataset with 1.9M reactions from patents (1976-2016). (1) The reactants are: [NH2:1][C:2]1[C:7]([C:8]([C:10]2[CH:15]=[C:14]([F:16])[CH:13]=[CH:12][C:11]=2[O:17][CH3:18])=[O:9])=[CH:6][N:5]=[C:4]([NH:19][CH:20]2[CH2:25][CH2:24][NH:23][CH2:22][CH2:21]2)[N:3]=1.[CH2:26]1[CH2:33][O:32][S:29](=[O:31])(=[O:30])[CH2:28][CH2:27]1.C(N(CC)CC)C. Given the product [NH2:1][C:2]1[C:7]([C:8]([C:10]2[CH:15]=[C:14]([F:16])[CH:13]=[CH:12][C:11]=2[O:17][CH3:18])=[O:9])=[CH:6][N:5]=[C:4]([NH:19][CH:20]2[CH2:21][CH2:22][N:23]([S:29]([CH2:28][CH2:27][CH2:26][CH2:33][OH:32])(=[O:31])=[O:30])[CH2:24][CH2:25]2)[N:3]=1, predict the reactants needed to synthesize it. (2) Given the product [Br:1][C:2]1[CH:9]=[CH:8][C:5]([CH2:6][Br:18])=[C:4]([Cl:10])[CH:3]=1, predict the reactants needed to synthesize it. The reactants are: [Br:1][C:2]1[CH:9]=[CH:8][C:5]([CH2:6]O)=[C:4]([Cl:10])[CH:3]=1.C1(C)C=CC=CC=1.[BrH:18].O. (3) Given the product [CH3:24][O:25][C:26]1[CH:31]=[CH:30][C:29]([C:2]2[CH:3]=[C:4]3[C:8]4=[C:9]([CH2:11][CH2:12][N:7]4[C@H:6]4[CH2:13][CH2:14][N:15]([C:17]([O:19][C:20]([CH3:23])([CH3:22])[CH3:21])=[O:18])[CH2:16][C@@H:5]34)[CH:10]=2)=[C:28]([C:35]([F:36])([F:37])[F:38])[CH:27]=1, predict the reactants needed to synthesize it. The reactants are: Br[C:2]1[CH:3]=[C:4]2[C:8]3=[C:9]([CH2:11][CH2:12][N:7]3[C@H:6]3[CH2:13][CH2:14][N:15]([C:17]([O:19][C:20]([CH3:23])([CH3:22])[CH3:21])=[O:18])[CH2:16][C@@H:5]23)[CH:10]=1.[CH3:24][O:25][C:26]1[CH:31]=[CH:30][C:29](B(O)O)=[C:28]([C:35]([F:38])([F:37])[F:36])[CH:27]=1.